Dataset: Forward reaction prediction with 1.9M reactions from USPTO patents (1976-2016). Task: Predict the product of the given reaction. (1) Given the reactants [CH:1]([C:4]1[CH:9]=[CH:8][CH:7]=[CH:6][N:5]=1)([CH3:3])[CH3:2].C1C=C(Cl)C=C(C(OO)=[O:18])C=1, predict the reaction product. The product is: [CH:1]([C:4]1[CH:9]=[CH:8][CH:7]=[CH:6][N+:5]=1[O-:18])([CH3:3])[CH3:2]. (2) Given the reactants [Cl:1][C:2]1[CH:10]=[C:9]2[C:5]([C:6]([C:11]([N:13]3[CH2:18][CH2:17][C:16]4([C:22]5[CH:23]=[CH:24][C:25]([F:27])=[CH:26][C:21]=5[C:20](=[O:28])[O:19]4)[CH2:15][CH2:14]3)=[O:12])=[CH:7][NH:8]2)=[CH:4][CH:3]=1.[N:29]1[CH:34]=[CH:33][N:32]=[CH:31][C:30]=1[CH2:35]OS(C)(=O)=O, predict the reaction product. The product is: [Cl:1][C:2]1[CH:10]=[C:9]2[C:5]([C:6]([C:11]([N:13]3[CH2:18][CH2:17][C:16]4([C:22]5[CH:23]=[CH:24][C:25]([F:27])=[CH:26][C:21]=5[C:20](=[O:28])[O:19]4)[CH2:15][CH2:14]3)=[O:12])=[CH:7][N:8]2[CH2:35][C:30]2[CH:31]=[N:32][CH:33]=[CH:34][N:29]=2)=[CH:4][CH:3]=1. (3) Given the reactants [NH:1]1[CH:5]=[CH:4][N:3]=[C:2]1[C:6]([OH:8])=O.[NH2:9][C@@H:10]([CH3:26])[CH2:11][N:12]1[CH:16]=[CH:15][C:14]([C:17]2[CH:24]=[CH:23][C:20]([C:21]#[N:22])=[C:19]([Cl:25])[CH:18]=2)=[N:13]1, predict the reaction product. The product is: [Cl:25][C:19]1[CH:18]=[C:17]([C:14]2[CH:15]=[CH:16][N:12]([CH2:11][C@@H:10]([NH:9][C:6]([C:2]3[NH:1][CH:5]=[CH:4][N:3]=3)=[O:8])[CH3:26])[N:13]=2)[CH:24]=[CH:23][C:20]=1[C:21]#[N:22]. (4) Given the reactants [F:1][C:2]1[CH:7]=[CH:6][C:5]([C:8]2[N:12]=[C:11]([C:13]3[CH:18]=[CH:17][C:16]([F:19])=[CH:15][CH:14]=3)[N:10]([CH2:20][C:21]([N:23]3[CH2:28][CH2:27][N:26]([C:29]4[CH:34]=[C:33](Cl)[N:32]=[CH:31][N:30]=4)[CH2:25][CH2:24]3)=[O:22])[N:9]=2)=[CH:4][CH:3]=1.[CH3:36][O:37][CH2:38][CH2:39][CH2:40][CH2:41][OH:42].C(=O)([O-])[O-].[K+].[K+], predict the reaction product. The product is: [F:1][C:2]1[CH:7]=[CH:6][C:5]([C:8]2[N:12]=[C:11]([C:13]3[CH:18]=[CH:17][C:16]([F:19])=[CH:15][CH:14]=3)[N:10]([CH2:20][C:21]([N:23]3[CH2:28][CH2:27][N:26]([C:29]4[CH:34]=[C:33]([O:42][CH2:41][CH2:40][CH2:39][CH2:38][O:37][CH3:36])[N:32]=[CH:31][N:30]=4)[CH2:25][CH2:24]3)=[O:22])[N:9]=2)=[CH:4][CH:3]=1. (5) Given the reactants [C:1](Cl)(=[O:3])[CH3:2].[CH3:5][C:6]1[CH:10]=[C:9]([NH2:11])[NH:8][N:7]=1.CN1CCOCC1.O, predict the reaction product. The product is: [CH3:5][C:6]1[CH:10]=[C:9]([NH:11][C:1](=[O:3])[CH3:2])[NH:8][N:7]=1. (6) Given the reactants [SH:1][C:2]1[S:3][C:4]2[CH2:14][CH2:13][C:12]3[C:7](=[CH:8][CH:9]=[CH:10][C:11]=3[O:15][CH2:16][C:17]([O:19]CC)=[O:18])[C:5]=2[N:6]=1.Br[CH2:23][CH:24]=[CH:25][C:26]1[CH:31]=[CH:30][CH:29]=[CH:28][CH:27]=1, predict the reaction product. The product is: [C:26]1([CH:25]=[CH:24][CH2:23][S:1][C:2]2[S:3][C:4]3[CH2:14][CH2:13][C:12]4[C:7](=[CH:8][CH:9]=[CH:10][C:11]=4[O:15][CH2:16][C:17]([OH:19])=[O:18])[C:5]=3[N:6]=2)[CH:31]=[CH:30][CH:29]=[CH:28][CH:27]=1. (7) The product is: [CH3:13][O:12][C:10]([C:8]1[Se:9][C:5]([C:3]([O:2][CH3:1])=[O:4])=[CH:6][C:7]=1[NH2:14])=[O:11]. Given the reactants [CH3:1][O:2][C:3]([C:5]1[Se:9][C:8]([C:10]([O:12][CH3:13])=[O:11])=[C:7]([N+:14]([O-])=O)[CH:6]=1)=[O:4].Cl.[Cl-].[NH4+], predict the reaction product. (8) Given the reactants [Cl:1][C:2]1[C:3](F)=[C:4]([I:14])[C:5]([O:11][CH2:12][CH3:13])=[C:6]([C:8](=[O:10])[CH3:9])[CH:7]=1.[C-:16]#[N:17].[K+].C(=O)(O)[O-].[Na+].O, predict the reaction product. The product is: [C:8]([C:6]1[CH:7]=[C:2]([Cl:1])[C:3]([C:16]#[N:17])=[C:4]([I:14])[C:5]=1[O:11][CH2:12][CH3:13])(=[O:10])[CH3:9].